From a dataset of Forward reaction prediction with 1.9M reactions from USPTO patents (1976-2016). Predict the product of the given reaction. (1) Given the reactants [C:1](=[O:17])(OC1C=CC([N+]([O-])=O)=CC=1)[O:2][C:3]1([CH3:6])[CH2:5][CH2:4]1.[F:18][C:19]1[CH:24]=[C:23]([S:25]([CH3:28])(=[O:27])=[O:26])[CH:22]=[CH:21][C:20]=1[C:29]1[CH:30]=[C:31]2[CH:37]=[C:36]([CH:38]3[CH2:43][CH2:42][NH:41][CH2:40][CH2:39]3)[O:35][C:32]2=[CH:33][N:34]=1.C(N(CC)C(C)C)(C)C, predict the reaction product. The product is: [CH3:6][C:3]1([O:2][C:1]([N:41]2[CH2:42][CH2:43][CH:38]([C:36]3[O:35][C:32]4=[CH:33][N:34]=[C:29]([C:20]5[CH:21]=[CH:22][C:23]([S:25]([CH3:28])(=[O:27])=[O:26])=[CH:24][C:19]=5[F:18])[CH:30]=[C:31]4[CH:37]=3)[CH2:39][CH2:40]2)=[O:17])[CH2:4][CH2:5]1. (2) Given the reactants [H-].[Al+3].[Li+].[H-].[H-].[H-].CON(C)[C:10]([CH:12]1[CH2:14][CH:13]1[C:15]1[C:16]2[CH:23]=[CH:22][CH:21]=[CH:20][C:17]=2[S:18][CH:19]=1)=[O:11], predict the reaction product. The product is: [S:18]1[CH:19]=[C:15]([C@@H:13]2[CH2:14][C@H:12]2[CH:10]=[O:11])[C:16]2[CH:23]=[CH:22][CH:21]=[CH:20][C:17]1=2. (3) The product is: [OH:38][CH2:37][C@H:33]([NH:32][C:28]([C:26]1[NH:27][C:23]([C:8]2[CH:9]=[C:10]([O:12][Si:13]([CH:14]([CH3:15])[CH3:16])([CH:20]([CH3:22])[CH3:21])[CH:17]([CH3:18])[CH3:19])[CH:11]=[C:6]([O:5][C@@H:4]([CH3:31])[CH2:3][O:2][CH3:1])[CH:7]=2)=[CH:24][CH:25]=1)=[O:29])[C@@H:34]([OH:35])[CH3:36]. Given the reactants [CH3:1][O:2][CH2:3][C@H:4]([CH3:31])[O:5][C:6]1[CH:7]=[C:8]([C:23]2[NH:27][C:26]([C:28](O)=[O:29])=[CH:25][CH:24]=2)[CH:9]=[C:10]([O:12][Si:13]([CH:20]([CH3:22])[CH3:21])([CH:17]([CH3:19])[CH3:18])[CH:14]([CH3:16])[CH3:15])[CH:11]=1.[NH2:32][C@@H:33]([CH2:37][OH:38])[C@H:34]([CH3:36])[OH:35].[Cl-].COC1N=C(OC)N=C([N+]2(C)CCOCC2)N=1, predict the reaction product.